This data is from Drug-target binding data from BindingDB using IC50 measurements. The task is: Regression. Given a target protein amino acid sequence and a drug SMILES string, predict the binding affinity score between them. We predict pIC50 (pIC50 = -log10(IC50 in M); higher means more potent). Dataset: bindingdb_ic50. The compound is CC(C)Oc1ccccc1C(=O)NCC1(N2CCN(C(C)C)CC2)CCCCC1. The target protein (Q9Y3Q4) has sequence MDKLPPSMRKRLYSLPQQVGAKAWIMDEEEDAEEEGAGGRQDPSRRSIRLRPLPSPSPSAAAGGTESRSSALGAADSEGPARGAGKSSTNGDCRRFRGSLASLGSRGGGSGGTGSGSSHGHLHDSAEERRLIAEGDASPGEDRTPPGLAAEPERPGASAQPAASPPPPQQPPQPASASCEQPSVDTAIKVEGGAAAGDQILPEAEVRLGQAGFMQRQFGAMLQPGVNKFSLRMFGSQKAVEREQERVKSAGFWIIHPYSDFRFYWDLTMLLLMVGNLIIIPVGITFFKDENTTPWIVFNVVSDTFFLIDLVLNFRTGIVVEDNTEIILDPQRIKMKYLKSWFMVDFISSIPVDYIFLIVETRIDSEVYKTARALRIVRFTKILSLLRLLRLSRLIRYIHQWEEIFHMTYDLASAVVRIVNLIGMMLLLCHWDGCLQFLVPMLQDFPDDCWVSINNMVNNSWGKQYSYALFKAMSHMLCIGYGRQAPVGMSDVWLTMLSMI.... The pIC50 is 5.8.